From a dataset of CYP3A4 inhibition data for predicting drug metabolism from PubChem BioAssay. Regression/Classification. Given a drug SMILES string, predict its absorption, distribution, metabolism, or excretion properties. Task type varies by dataset: regression for continuous measurements (e.g., permeability, clearance, half-life) or binary classification for categorical outcomes (e.g., BBB penetration, CYP inhibition). Dataset: cyp3a4_veith. (1) The compound is O=C(CS(=O)c1cccc(C(F)(F)F)c1)Nc1ccccc1Cl. The result is 1 (inhibitor). (2) The molecule is O=C(CSc1nnc2sc3ccccc3n12)NCc1ccco1. The result is 0 (non-inhibitor). (3) The molecule is Cc1cccc(CNc2ccnc(-c3cccc(C#N)c3)n2)c1. The result is 1 (inhibitor). (4) The compound is CC(O)CNCc1ccc(-c2ccccc2)cc1.Cl. The result is 0 (non-inhibitor). (5) The compound is COC(=O)[C@@]1(Cc2ccc(OC)cc2)[C@H]2c3cc(C(=O)N4CCCC4)n(Cc4cc(F)c(F)c(F)c4)c3C[C@H]2CN1C(=O)c1ccccc1. The result is 1 (inhibitor). (6) The drug is Cc1n[nH]c(C)c1S(=O)(=O)N1CCC(C(=O)O)CC1.Cl. The result is 0 (non-inhibitor). (7) The compound is O=C1[C@H]2CCn3c(=O)n(-c4ccccc4)c(=O)n3[C@H]2[C@H](O)[C@H]2O[C@@H]12. The result is 0 (non-inhibitor).